Dataset: Reaction yield outcomes from USPTO patents with 853,638 reactions. Task: Predict the reaction yield, written as a fraction of the theoretical maximum amount of product (1.0 means a 100% yield; for example, 0.34 means a 34% yield). (1) The reactants are O=C1C=CC(=O)[N:3]1[CH2:8][CH2:9][CH2:10][C:11]([OH:13])=[O:12].[NH2:14][CH2:15][C:16]([NH:18][CH2:19][C:20]([NH:22][CH2:23][C:24]([NH:26][CH2:27][CH2:28][C:29]([O:31][C:32]([CH3:35])([CH3:34])[CH3:33])=[O:30])=[O:25])=[O:21])=[O:17].Cl.CN(C)CCCN=C=NCC. The catalyst is CN(C)C=O. The product is [CH2:9]([CH2:8][NH2:3])[CH2:10][C:11]([OH:13])=[O:12].[NH2:14][CH2:15][C:16]([NH:18][CH2:19][C:20]([NH:22][CH2:23][C:24]([NH:26][CH2:27][CH2:28][C:29]([O:31][C:32]([CH3:35])([CH3:34])[CH3:33])=[O:30])=[O:25])=[O:21])=[O:17]. The yield is 0.620. (2) The reactants are C(OC([NH:8][CH:9]1[CH2:14][CH2:13][N:12]([C:15]2[N:20]=[C:19]([N:21]3[CH2:25][CH2:24][CH2:23][CH:22]3[C:26]3[O:30][N:29]=[C:28]([C:31]4[CH:36]=[CH:35][CH:34]=[CH:33][N:32]=4)[CH:27]=3)[N:18]=[C:17]([NH:37][C:38]3[CH:42]=[C:41]([CH3:43])[NH:40][N:39]=3)[CH:16]=2)[CH2:11][CH2:10]1)=O)(C)(C)C.FC(F)(F)C(O)=O. The product is [NH2:8][CH:9]1[CH2:10][CH2:11][N:12]([C:15]2[N:20]=[C:19]([N:21]3[CH2:25][CH2:24][CH2:23][CH:22]3[C:26]3[O:30][N:29]=[C:28]([C:31]4[CH:36]=[CH:35][CH:34]=[CH:33][N:32]=4)[CH:27]=3)[N:18]=[C:17]([NH:37][C:38]3[CH:42]=[C:41]([CH3:43])[NH:40][N:39]=3)[CH:16]=2)[CH2:13][CH2:14]1. The catalyst is C(Cl)Cl. The yield is 0.810. (3) The product is [CH3:8][C:9]1[CH:10]=[C:11]([CH:12]=[C:13]([N+:18]([O-:20])=[O:19])[C:14]=1[N+:15]([O-:17])=[O:16])[CH:21]=[O:22]. The yield is 0.440. The catalyst is C(Cl)(Cl)Cl.[O-2].[Mn+4].[O-2]. The reactants are C1(C)C=CC=CC=1.[CH3:8][C:9]1[CH:10]=[C:11]([CH2:21][OH:22])[CH:12]=[C:13]([N+:18]([O-:20])=[O:19])[C:14]=1[N+:15]([O-:17])=[O:16]. (4) The product is [CH3:1][O:2][CH2:3][C@H:4]([NH:11][C:12]([NH:14][C:15]1[N:20]=[CH:19][C:18]2[C:21]([C:43]3[CH:44]=[N:45][N:46]([CH3:48])[CH:47]=3)=[N:22][NH:23][C:17]=2[CH:16]=1)=[O:13])[C:5]1[CH:6]=[CH:7][CH:8]=[CH:9][CH:10]=1. The yield is 0.279. The catalyst is ClCCl. The reactants are [CH3:1][O:2][CH2:3][C@@H:4]([NH:11][C:12]([NH:14][C:15]1[N:20]=[CH:19][C:18]2[C:21]([C:43]3[CH:44]=[N:45][N:46]([CH3:48])[CH:47]=3)=[N:22][N:23](C(C3C=CC=CC=3)(C3C=CC=CC=3)C3C=CC=CC=3)[C:17]=2[CH:16]=1)=[O:13])[C:5]1[CH:10]=[CH:9][CH:8]=[CH:7][CH:6]=1.FC(F)(F)C(O)=O.C([SiH](CC)CC)C. (5) The reactants are C([O:3][C:4](=[O:35])[CH2:5][S:6][C:7]1[CH:12]=[CH:11][C:10]([O:13][CH2:14][CH2:15][CH:16]([O:18][C:19]2[CH:24]=[CH:23][C:22]([CH2:25][CH3:26])=[CH:21][C:20]=2[O:27][C:28]2[CH:33]=[CH:32][CH:31]=[CH:30][CH:29]=2)[CH3:17])=[CH:9][C:8]=1[CH3:34])C.[OH-].[Na+].Cl. The catalyst is C(O)C.O. The product is [CH2:25]([C:22]1[CH:23]=[CH:24][C:19]([O:18][C@H:16]([CH3:17])[CH2:15][CH2:14][O:13][C:10]2[CH:11]=[CH:12][C:7]([S:6][CH2:5][C:4]([OH:35])=[O:3])=[C:8]([CH3:34])[CH:9]=2)=[C:20]([O:27][C:28]2[CH:29]=[CH:30][CH:31]=[CH:32][CH:33]=2)[CH:21]=1)[CH3:26]. The yield is 0.950.